This data is from Peptide-MHC class I binding affinity with 185,985 pairs from IEDB/IMGT. The task is: Regression. Given a peptide amino acid sequence and an MHC pseudo amino acid sequence, predict their binding affinity value. This is MHC class I binding data. The peptide sequence is EEQELLLLY. The MHC is HLA-A23:01 with pseudo-sequence HLA-A23:01. The binding affinity (normalized) is 0.0740.